Dataset: Full USPTO retrosynthesis dataset with 1.9M reactions from patents (1976-2016). Task: Predict the reactants needed to synthesize the given product. (1) Given the product [CH2:1]([C:5]12[CH2:17][CH2:16][C:15](=[O:18])[C:14]([C:19]([F:21])([F:22])[F:20])=[C:13]1[C:12]1[C:7](=[C:8]([Cl:25])[C:9]([OH:23])=[CH:10][CH:11]=1)[CH2:6]2)[CH2:2][CH2:3][CH3:4], predict the reactants needed to synthesize it. The reactants are: [CH2:1]([C:5]12[CH2:17][CH2:16][C:15](=[O:18])[C:14]([C:19]([F:22])([F:21])[F:20])=[C:13]1[C:12]1[C:7](=[C:8]([Cl:25])[C:9]([O:23]C)=[CH:10][CH:11]=1)[CH2:6]2)[CH2:2][CH2:3][CH3:4].B(Br)(Br)Br. (2) The reactants are: [CH2:1]([O:3][C:4](=[O:19])[C:5](=[CH:15]N(C)C)[C:6](=O)[CH2:7][CH2:8][C:9]([O:11][CH2:12][CH3:13])=[O:10])[CH3:2].[C:20](#[N:24])[CH2:21][C:22]#[N:23].C(O)(=[O:27])C. Given the product [C:22]([C:21]1[C:20]([OH:27])=[N:24][C:6]([CH2:7][CH2:8][C:9]([O:11][CH2:12][CH3:13])=[O:10])=[C:5]([CH:15]=1)[C:4]([O:3][CH2:1][CH3:2])=[O:19])#[N:23], predict the reactants needed to synthesize it.